This data is from Reaction yield outcomes from USPTO patents with 853,638 reactions. The task is: Predict the reaction yield, written as a fraction of the theoretical maximum amount of product (1.0 means a 100% yield; for example, 0.34 means a 34% yield). (1) No catalyst specified. The yield is 0.370. The product is [CH3:12][O:13][CH2:14][O:15][C:16]1[CH:21]=[CH:20][CH:19]=[C:18]([C:22]([F:23])([F:24])[F:25])[C:17]=1[C:31](=[O:27])[C:30]([O:9][CH2:7][CH3:10])=[O:26]. The reactants are C([Li])CCC.C[C:7]([CH3:10])([O-:9])C.[K+].[CH3:12][O:13][CH2:14][O:15][C:16]1[CH:21]=[CH:20][CH:19]=[C:18]([C:22]([F:25])([F:24])[F:23])[CH:17]=1.[OH2:26].[O:27]1[CH2:31][CH2:30]CC1. (2) The reactants are C(N(CC)CC)C.[NH:8]1[C:16]2[C:11](=[CH:12][CH:13]=[CH:14][C:15]=2[CH2:17][CH2:18][C:19]2[CH:28]=[CH:27][C:22]([C:23]([O:25][CH3:26])=[O:24])=[CH:21][CH:20]=2)[CH2:10][CH2:9]1.[CH3:29][O:30][C:31]1[CH:32]=[C:33]([CH:37]=[C:38]([O:40][CH3:41])[CH:39]=1)[C:34](Cl)=[O:35].Cl. The catalyst is C(Cl)Cl. The product is [CH3:41][O:40][C:38]1[CH:37]=[C:33]([CH:32]=[C:31]([O:30][CH3:29])[CH:39]=1)[C:34]([N:8]1[C:16]2[C:11](=[CH:12][CH:13]=[CH:14][C:15]=2[CH2:17][CH2:18][C:19]2[CH:28]=[CH:27][C:22]([C:23]([O:25][CH3:26])=[O:24])=[CH:21][CH:20]=2)[CH2:10][CH2:9]1)=[O:35]. The yield is 0.900. (3) The reactants are [OH:1]N1C(=O)CCC1=O.C[C:10]1[CH:17]=[CH:16][C:13]([CH2:14][OH:15])=[CH:12][CH:11]=1.[C:18](=[O:20])=[O:19].O=O. The catalyst is C(O)(=O)C.O.O.O.O.C([O-])(=O)C.[Co+2].C([O-])(=O)C. The product is [C:14]([OH:15])(=[O:1])[C:13]1[CH:12]=[CH:11][C:10]([C:18]([OH:20])=[O:19])=[CH:17][CH:16]=1. The yield is 0.960. (4) The reactants are [CH2:1]([O:3][C:4](=[O:17])[CH:5]=[CH:6][C:7]1[C:12]([CH2:13][OH:14])=[CH:11][N:10]=[C:9]([CH3:15])[C:8]=1[OH:16])[CH3:2]. The catalyst is C(OCC)(=O)C.[Pd]. The product is [CH2:1]([O:3][C:4](=[O:17])[CH2:5][CH2:6][C:7]1[C:12]([CH2:13][OH:14])=[CH:11][N:10]=[C:9]([CH3:15])[C:8]=1[OH:16])[CH3:2]. The yield is 0.620. (5) The reactants are [F:1][C:2]1[CH:21]=[CH:20][CH:19]=[CH:18][C:3]=1[CH2:4][N:5]1[C:9]([C:10]2[CH:14]=[CH:13][O:12][N:11]=2)=[N:8][C:7]([C:15](=[NH:17])[NH2:16])=[N:6]1.C([O:24][C:25](=O)/[C:26](/[F:29])=[CH:27]/[O-])C.[Na+].Cl. No catalyst specified. The product is [F:29][C:26]1[C:25](=[O:24])[NH:17][C:15]([C:7]2[N:8]=[C:9]([C:10]3[CH:14]=[CH:13][O:12][N:11]=3)[N:5]([CH2:4][C:3]3[CH:18]=[CH:19][CH:20]=[CH:21][C:2]=3[F:1])[N:6]=2)=[N:16][CH:27]=1. The yield is 0.740.